This data is from Reaction yield outcomes from USPTO patents with 853,638 reactions. The task is: Predict the reaction yield, written as a fraction of the theoretical maximum amount of product (1.0 means a 100% yield; for example, 0.34 means a 34% yield). (1) The reactants are [Cl:1][C:2]1[CH:10]=[CH:9][CH:8]=[C:7]2[C:3]=1[C:4]([C:16]1[C:24]([OH:25])=[CH:23][C:19]3[O:20][CH2:21][O:22][C:18]=3[CH:17]=1)([CH2:14]O)[C:5](=[O:13])[N:6]2CO.C(P(CCCC)CCCC)CCC.N(C(OC(C)(C)C)=O)=NC(OC(C)(C)C)=O.[OH-].[NH4+]. The catalyst is O1CCCC1. The product is [Cl:1][C:2]1[CH:10]=[CH:9][CH:8]=[C:7]2[C:3]=1[C:4]1([C:16]3=[CH:17][C:18]4[O:22][CH2:21][O:20][C:19]=4[CH:23]=[C:24]3[O:25][CH2:14]1)[C:5](=[O:13])[NH:6]2. The yield is 0.310. (2) The reactants are [F:1][C:2]1[CH:3]=[C:4]([CH:8]=[CH:9][C:10]=1[N+:11]([O-:13])=[O:12])[C:5](O)=[O:6].C(Cl)(=O)C([Cl:17])=O.CN(C=O)C. The catalyst is C(Cl)Cl. The product is [F:1][C:2]1[CH:3]=[C:4]([CH:8]=[CH:9][C:10]=1[N+:11]([O-:13])=[O:12])[C:5]([Cl:17])=[O:6]. The yield is 1.00. (3) The reactants are Br[C:2]1[CH:3]=[CH:4][C:5]2[O:14][CH2:13][CH2:12][C:11]3[S:10][C:9]([C:15]4[N:16]([CH:20]([CH3:22])[CH3:21])[N:17]=[CH:18][N:19]=4)=[N:8][C:7]=3[C:6]=2[CH:23]=1.[CH2:24]([CH2:26][NH2:27])[OH:25].C1(P(C2C=CC=CC=2)C2C3[O:47][C:46]4C(=CC=CC=4P(C4C=CC=CC=4)C4C=CC=CC=4)C(C)(C)C=3C=CC=2)C=CC=CC=1.C(=O)([O-])[O-].[Na+].[Na+]. The catalyst is CC([O-])=O.CC([O-])=O.[Pd+2].C1(C)C=CC=CC=1. The product is [OH:25][CH2:24][CH2:26][NH:27][C:46]([C:2]1[CH:3]=[CH:4][C:5]2[O:14][CH2:13][CH2:12][C:11]3[S:10][C:9]([C:15]4[N:16]([CH:20]([CH3:22])[CH3:21])[N:17]=[CH:18][N:19]=4)=[N:8][C:7]=3[C:6]=2[CH:23]=1)=[O:47]. The yield is 0.0800. (4) The reactants are [CH3:1][O:2][C:3](=[O:14])[C:4]1[CH:9]=[C:8]([CH3:10])[CH:7]=[CH:6][C:5]=1[N+:11]([O-:13])=[O:12].[Br:15]N1C(C)(C)C(=O)N(Br)C1=O.N(C(C)(C)C#N)=NC(C)(C)C#N.CCCCCCC. The catalyst is C(OC)(=O)C. The product is [CH3:1][O:2][C:3](=[O:14])[C:4]1[CH:9]=[C:8]([CH2:10][Br:15])[CH:7]=[CH:6][C:5]=1[N+:11]([O-:13])=[O:12]. The yield is 0.440. (5) The reactants are [CH2:1]([O:3][C:4](=[O:41])[CH2:5][CH2:6][CH2:7][O:8][C:9]1[CH:14]=[CH:13][CH:12]=[C:11]([CH2:15][CH2:16][CH2:17][CH2:18][CH2:19][CH2:20][O:21][C:22]2[CH:27]=[C:26]([S:28]([CH2:31][CH3:32])(=[O:30])=[O:29])[CH:25]=[C:24](Br)[CH:23]=2)[C:10]=1[CH2:34][CH2:35][C:36]([O:38][CH2:39][CH3:40])=[O:37])[CH3:2].[F:42][C:43]1[CH:48]=[CH:47][C:46](B(O)O)=[CH:45][CH:44]=1.C(=O)([O-])[O-].[Cs+].[Cs+]. The catalyst is C1C=CC(P(C2C=CC=CC=2)[C-]2C=CC=C2)=CC=1.C1C=CC(P(C2C=CC=CC=2)[C-]2C=CC=C2)=CC=1.Cl[Pd]Cl.[Fe+2]. The product is [CH2:1]([O:3][C:4](=[O:41])[CH2:5][CH2:6][CH2:7][O:8][C:9]1[CH:14]=[CH:13][CH:12]=[C:11]([CH2:15][CH2:16][CH2:17][CH2:18][CH2:19][CH2:20][O:21][C:22]2[CH:23]=[C:24]([C:46]3[CH:47]=[CH:48][C:43]([F:42])=[CH:44][CH:45]=3)[CH:25]=[C:26]([S:28]([CH2:31][CH3:32])(=[O:30])=[O:29])[CH:27]=2)[C:10]=1[CH2:34][CH2:35][C:36]([O:38][CH2:39][CH3:40])=[O:37])[CH3:2]. The yield is 0.800. (6) The reactants are [CH2:1]([O:3][C:4]([C:6]1[O:7][C:8]2[CH:15]=[CH:14][C:13]([Cl:16])=[C:12]([OH:17])[C:9]=2[C:10]=1[CH3:11])=[O:5])[CH3:2].IC.[C:20]([O-])([O-])=O.[K+].[K+]. The catalyst is CN(C=O)C. The product is [CH2:1]([O:3][C:4]([C:6]1[O:7][C:8]2[CH:15]=[CH:14][C:13]([Cl:16])=[C:12]([O:17][CH3:20])[C:9]=2[C:10]=1[CH3:11])=[O:5])[CH3:2]. The yield is 0.940.